The task is: Predict the reaction yield, written as a fraction of the theoretical maximum amount of product (1.0 means a 100% yield; for example, 0.34 means a 34% yield).. This data is from Reaction yield outcomes from USPTO patents with 853,638 reactions. The reactants are [CH2:1]1[CH2:10][C@@H:9]2[N:4]([CH2:5][C@H:6]3[C@H:13]4[CH2:14][CH2:15][CH2:16][C:17](=O)[N:12]4[CH2:11][C@@H:8]2[CH2:7]3)[CH2:3][CH2:2]1.[BH4-].[Na+].II.[OH-].[OH-].[K+]. The catalyst is C1COCC1.CCOCC. The product is [CH2:1]1[CH2:10][C@H:9]2[N:4]([CH2:5][C@@H:6]3[C@@H:13]4[CH2:14][CH2:15][CH2:16][CH2:17][N:12]4[CH2:11][C@H:8]2[CH2:7]3)[CH2:3][CH2:2]1. The yield is 0.880.